From a dataset of Reaction yield outcomes from USPTO patents with 853,638 reactions. Predict the reaction yield, written as a fraction of the theoretical maximum amount of product (1.0 means a 100% yield; for example, 0.34 means a 34% yield). (1) The reactants are C([Mg]Cl)(C)C.Br[C:7]1[CH:12]=[CH:11][CH:10]=[CH:9][C:8]=1[F:13].[O:14]=[C:15]1[CH2:18][N:17]([C:19]([O:21][C:22]([CH3:25])([CH3:24])[CH3:23])=[O:20])[CH2:16]1.[Cl-].[NH4+]. The catalyst is O1CCCC1. The product is [F:13][C:8]1[CH:9]=[CH:10][CH:11]=[CH:12][C:7]=1[C:15]1([OH:14])[CH2:16][N:17]([C:19]([O:21][C:22]([CH3:24])([CH3:23])[CH3:25])=[O:20])[CH2:18]1. The yield is 0.140. (2) The yield is 0.400. No catalyst specified. The product is [C:9](/[C:8](=[C:11]1/[NH:12][C:13]2[CH:21]=[CH:20][CH:19]=[CH:18][C:14]=2[N:15]/1[CH2:16][CH3:17])/[C:6]1[C:5]([CH3:22])=[CH:4][N:3]=[C:2]([NH:1][C:34](=[O:35])[CH2:33][CH2:32][NH:31][C:23](=[O:30])[C:24]2[CH:29]=[CH:28][CH:27]=[CH:26][CH:25]=2)[N:7]=1)#[N:10]. The reactants are [NH2:1][C:2]1[N:7]=[C:6](/[C:8](=[C:11]2\[NH:12][C:13]3[CH:21]=[CH:20][CH:19]=[CH:18][C:14]=3[N:15]\2[CH2:16][CH3:17])/[C:9]#[N:10])[C:5]([CH3:22])=[CH:4][N:3]=1.[C:23]([NH:31][CH2:32][CH2:33][C:34](O)=[O:35])(=[O:30])[C:24]1[CH:29]=[CH:28][CH:27]=[CH:26][CH:25]=1. (3) The reactants are [Cl:1][C:2]1[CH:10]=[C:9]2[C:5]([CH:6]=[C:7]([CH3:11])[NH:8]2)=[CH:4][CH:3]=1.[F:12][C:13]([F:24])([F:23])[C:14](O[C:14](=[O:15])[C:13]([F:24])([F:23])[F:12])=[O:15]. The catalyst is ClCCCl. The product is [Cl:1][C:2]1[CH:10]=[C:9]2[C:5]([C:6]([C:14](=[O:15])[C:13]([F:24])([F:23])[F:12])=[C:7]([CH3:11])[NH:8]2)=[CH:4][CH:3]=1. The yield is 0.950. (4) The reactants are [CH2:1]([N:8](C)[C@H:9]1[CH2:14][CH2:13][CH2:12][C@@H:11]([O:15][C:16]2[C:17]([CH3:25])=[C:18]3[C:22](=[CH:23][CH:24]=2)[NH:21][N:20]=[CH:19]3)[CH2:10]1)C1C=CC=CC=1.C([O-])=O.[NH4+]. The catalyst is C(O)C.[Pd]. The product is [CH3:1][NH:8][C@H:9]1[CH2:14][CH2:13][CH2:12][C@@H:11]([O:15][C:16]2[C:17]([CH3:25])=[C:18]3[C:22](=[CH:23][CH:24]=2)[NH:21][N:20]=[CH:19]3)[CH2:10]1. The yield is 0.842. (5) The reactants are [Br:1][C:2]1[CH:3]=[N:4][CH:5]=[C:6]([O:8][CH2:9][CH3:10])[CH:7]=1.C1C=C(Cl)C=C(C(OO)=[O:19])C=1. The catalyst is C(Cl)Cl. The product is [Br:1][C:2]1[CH:3]=[N+:4]([O-:19])[CH:5]=[C:6]([O:8][CH2:9][CH3:10])[CH:7]=1. The yield is 0.629. (6) The reactants are [NH2:1][C:2]1[N:6]([CH2:7][CH2:8][CH2:9][N:10]2[CH2:15][CH2:14][O:13][CH2:12][CH2:11]2)[C:5]([SH:16])=[N:4][C:3]=1[C:17]([NH2:19])=[O:18].O1CCN(CCCN=C=S)CC1.I[C:33]1[C:41]([I:42])=[CH:40][C:36]2[O:37][CH2:38][O:39][C:35]=2[CH:34]=1. The catalyst is CCOCC. The product is [NH2:1][C:2]1[N:6]([CH2:7][CH2:8][CH2:9][N:10]2[CH2:11][CH2:12][O:13][CH2:14][CH2:15]2)[C:5]([S:16][C:33]2[C:41]([I:42])=[CH:40][C:36]3[O:37][CH2:38][O:39][C:35]=3[CH:34]=2)=[N:4][C:3]=1[C:17]([NH2:19])=[O:18]. The yield is 0.0600. (7) The reactants are [CH3:1][C:2]1[C:14]([CH2:15][C:16]([O:18][CH3:19])=[O:17])=[C:13]([C:20]2[CH:25]=[CH:24][C:23]([CH3:26])=[CH:22][CH:21]=2)[C:12]2[C:11]3[CH2:10][CH2:9][O:8][CH2:7][C:6]=3[S:5][C:4]=2[N:3]=1.[Li+].C[Si]([N-][Si](C)(C)C)(C)C.[CH2:37]1[CH2:41]OC[CH2:38]1.ICCC. The catalyst is CN(C=O)C. The product is [CH3:1][C:2]1[C:14]([CH:15]([CH2:38][CH2:37][CH3:41])[C:16]([O:18][CH3:19])=[O:17])=[C:13]([C:20]2[CH:21]=[CH:22][C:23]([CH3:26])=[CH:24][CH:25]=2)[C:12]2[C:11]3[CH2:10][CH2:9][O:8][CH2:7][C:6]=3[S:5][C:4]=2[N:3]=1. The yield is 0.300. (8) The reactants are [CH:1]1[C:13]2[NH:12][C:11]3[C:6](=[CH:7][CH:8]=[CH:9][CH:10]=3)[C:5]=2[CH:4]=[CH:3][CH:2]=1.[Br:14]N1C(=O)CCC1=O.O. The catalyst is CCOCC.C([O-])(=O)C. The product is [Br:14][C:3]1[CH:2]=[CH:1][C:13]2[NH:12][C:11]3[C:6]([C:5]=2[CH:4]=1)=[CH:7][CH:8]=[CH:9][CH:10]=3. The yield is 0.670. (9) The reactants are [CH2:1]([O:3][C:4](=[O:18])[C@@H:5]([NH:7][C:8]1[CH:17]=[CH:16][CH:15]=[C:14]2[C:9]=1[CH2:10][CH2:11][NH:12][CH2:13]2)[CH3:6])[CH3:2].C([O-])([O-])=O.[K+].[K+].Br[CH2:26][CH:27]1[CH2:29][CH2:28]1.O. The catalyst is CN(C=O)C. The product is [CH2:1]([O:3][C:4](=[O:18])[C@@H:5]([NH:7][C:8]1[CH:17]=[CH:16][CH:15]=[C:14]2[C:9]=1[CH2:10][CH2:11][N:12]([CH2:26][CH:27]1[CH2:29][CH2:28]1)[CH2:13]2)[CH3:6])[CH3:2]. The yield is 0.580. (10) The reactants are [Cl:1][C:2]1[C:11]2[N:10]([CH3:12])[O:9][C@H:8]3[NH:13][C@H:14]([C:16]([O:18][C@@H:19]4[C@:28]5([OH:29])[C@H:23]([C@H:24]([C:31]([CH3:33])=[CH2:32])[CH2:25][CH2:26][C@H:27]5[CH3:30])[CH:22]=[C:21]([CH3:34])[C@H:20]4[OH:35])=[O:17])[CH2:15][C@@:7]3([OH:36])[C:6]=2[CH:5]=[CH:4][CH:3]=1.[C:37](O[C:37](=[O:43])[CH2:38][CH2:39][CH2:40][CH2:41][CH3:42])(=[O:43])[CH2:38][CH2:39][CH2:40][CH2:41][CH3:42]. The catalyst is CN(C)C1C=CN=CC=1.ClCCl. The product is [Cl:1][C:2]1[C:11]2[N:10]([CH3:12])[O:9][C@H:8]3[NH:13][C@H:14]([C:16]([O:18][C@@H:19]4[C@:28]5([OH:29])[C@H:23]([C@H:24]([C:31]([CH3:33])=[CH2:32])[CH2:25][CH2:26][C@H:27]5[CH3:30])[CH:22]=[C:21]([CH3:34])[C@H:20]4[O:35][C:37](=[O:43])[CH2:38][CH2:39][CH2:40][CH2:41][CH3:42])=[O:17])[CH2:15][C@@:7]3([OH:36])[C:6]=2[CH:5]=[CH:4][CH:3]=1. The yield is 0.970.